Dataset: Peptide-MHC class I binding affinity with 185,985 pairs from IEDB/IMGT. Task: Regression. Given a peptide amino acid sequence and an MHC pseudo amino acid sequence, predict their binding affinity value. This is MHC class I binding data. (1) The peptide sequence is VPNITISSNA. The MHC is HLA-B07:02 with pseudo-sequence HLA-B07:02. The binding affinity (normalized) is 0.229. (2) The peptide sequence is NFIKGAKKI. The MHC is HLA-A23:01 with pseudo-sequence HLA-A23:01. The binding affinity (normalized) is 0.294. (3) The peptide sequence is RQDEVGTPF. The MHC is HLA-A02:11 with pseudo-sequence HLA-A02:11. The binding affinity (normalized) is 0.427. (4) The peptide sequence is KSLYNTVAVLY. The MHC is HLA-A26:02 with pseudo-sequence HLA-A26:02. The binding affinity (normalized) is 0.0847. (5) The peptide sequence is SAFNKKHFDH. The MHC is HLA-A31:01 with pseudo-sequence HLA-A31:01. The binding affinity (normalized) is 0.127. (6) The peptide sequence is DTPINIFGRNL. The MHC is Mamu-A02 with pseudo-sequence Mamu-A02. The binding affinity (normalized) is 0.